From a dataset of Forward reaction prediction with 1.9M reactions from USPTO patents (1976-2016). Predict the product of the given reaction. (1) Given the reactants [N+:1]([C:4]1[CH:5]=[CH:6][C:7](OC2C=C3C(=CC=2)OC(C2C=CC=CC=2)CC3)=[N:8][CH:9]=1)([O-:3])=[O:2].[F:27][C:28]([F:48])([F:47])[C:29]1[CH:34]=[CH:33][CH:32]=[CH:31][C:30]=1[CH:35]1[CH2:44][CH:43]([OH:45])[C:42]2[C:37](=[CH:38][CH:39]=[C:40]([OH:46])[CH:41]=2)[O:36]1, predict the reaction product. The product is: [N+:1]([C:4]1[CH:5]=[CH:6][C:7]([O:46][C:40]2[CH:41]=[C:42]3[C:37](=[CH:38][CH:39]=2)[O:36][CH:35]([C:30]2[CH:31]=[CH:32][CH:33]=[CH:34][C:29]=2[C:28]([F:27])([F:47])[F:48])[CH2:44][CH:43]3[OH:45])=[N:8][CH:9]=1)([O-:3])=[O:2]. (2) Given the reactants C(OC([N:8]1[CH2:13][CH2:12][CH:11]([S:14][C:15]([C:18]([O:20][CH2:21][CH3:22])=[O:19])([CH3:17])[CH3:16])[CH2:10][CH2:9]1)=O)(C)(C)C.Cl, predict the reaction product. The product is: [CH2:21]([O:20][C:18](=[O:19])[C:15]([CH3:17])([S:14][CH:11]1[CH2:10][CH2:9][NH:8][CH2:13][CH2:12]1)[CH3:16])[CH3:22]. (3) The product is: [CH2:21]([C:3]1[C:4]2[C:9](=[CH:8][CH:7]=[CH:6][CH:5]=2)[N:1]([CH2:10][C:11]2[CH:20]=[CH:19][C:14]([C:15]([O:17][CH3:18])=[O:16])=[CH:13][CH:12]=2)[CH:2]=1)[C:22]1[CH:27]=[CH:26][CH:25]=[CH:24][CH:23]=1. Given the reactants [N:1]1([CH2:10][C:11]2[CH:20]=[CH:19][C:14]([C:15]([O:17][CH3:18])=[O:16])=[CH:13][CH:12]=2)[C:9]2[C:4](=[CH:5][CH:6]=[CH:7][CH:8]=2)[CH:3]=[CH:2]1.[CH:21](=O)[C:22]1[CH:27]=[CH:26][CH:25]=[CH:24][CH:23]=1.[SiH](CC)(CC)CC.FC(F)(F)C(O)=O.[OH-].[Na+], predict the reaction product. (4) Given the reactants I[C:2]1[N:6]2[CH:7]=[C:8]([C:11]3[CH:16]=[CH:15][C:14]([C:17]([N:19]4[CH2:24][CH2:23][N:22]([CH3:25])[CH2:21][CH2:20]4)=[O:18])=[CH:13][CH:12]=3)[N:9]=[CH:10][C:5]2=[N:4][CH:3]=1.C([O-])([O-])=O.[K+].[K+].[F:32][C:33]([F:44])([F:43])[C:34]1[CH:39]=[CH:38][C:37](B(O)O)=[CH:36][CH:35]=1, predict the reaction product. The product is: [CH3:25][N:22]1[CH2:23][CH2:24][N:19]([C:17]([C:14]2[CH:13]=[CH:12][C:11]([C:8]3[N:9]=[CH:10][C:5]4[N:6]([C:2]([C:37]5[CH:38]=[CH:39][C:34]([C:33]([F:44])([F:43])[F:32])=[CH:35][CH:36]=5)=[CH:3][N:4]=4)[CH:7]=3)=[CH:16][CH:15]=2)=[O:18])[CH2:20][CH2:21]1. (5) Given the reactants [BH4-].[Na+].[C:3]([C:6]1[CH:7]=[CH:8][N:9]2[C:14]=1[C:13]([O:15][C:16]1[CH:21]=[CH:20][C:19]([NH:22][C:23]([C:25]3[C:26](=[O:39])[N:27]([C:32]4[CH:37]=[CH:36][C:35]([F:38])=[CH:34][CH:33]=4)[N:28]([CH3:31])[C:29]=3[CH3:30])=[O:24])=[CH:18][C:17]=1[F:40])=[CH:12][CH:11]=[N:10]2)(=[O:5])[CH3:4].[Cl-].[NH4+], predict the reaction product. The product is: [F:40][C:17]1[CH:18]=[C:19]([NH:22][C:23]([C:25]2[C:26](=[O:39])[N:27]([C:32]3[CH:33]=[CH:34][C:35]([F:38])=[CH:36][CH:37]=3)[N:28]([CH3:31])[C:29]=2[CH3:30])=[O:24])[CH:20]=[CH:21][C:16]=1[O:15][C:13]1[C:14]2[N:9]([CH:8]=[CH:7][C:6]=2[CH:3]([OH:5])[CH3:4])[N:10]=[CH:11][CH:12]=1.